From a dataset of Catalyst prediction with 721,799 reactions and 888 catalyst types from USPTO. Predict which catalyst facilitates the given reaction. (1) Reactant: [Cl:1][C:2]1[CH:3]=[CH:4][C:5]([C:8]([NH:10][C:11]2[CH:24]=[C:23]3[C:14]([O:15][C:16]4[CH:17]=[CH:18][C:19]([O:36][CH3:37])=[CH:20][C:21]=4[C@@:22]43[CH2:28][O:27][C:26]([NH:29]C(=O)C(F)(F)F)=[N:25]4)=[CH:13][CH:12]=2)=[O:9])=[N:6][CH:7]=1.C(=O)([O-])[O-].[K+].[K+]. Product: [NH2:29][C:26]1[O:27][CH2:28][C@:22]2([N:25]=1)[C:23]1[CH:24]=[C:11]([NH:10][C:8]([C:5]3[CH:4]=[CH:3][C:2]([Cl:1])=[CH:7][N:6]=3)=[O:9])[CH:12]=[CH:13][C:14]=1[O:15][C:16]1[C:21]2=[CH:20][C:19]([O:36][CH3:37])=[CH:18][CH:17]=1. The catalyst class is: 5. (2) Reactant: [C:1]([C:4]1[S:8][C:7]([NH:9][C:10](=[O:20])[C:11]2[CH:16]=[C:15]([Cl:17])[CH:14]=[CH:13][C:12]=2[O:18][CH3:19])=[N:6][C:5]=1[CH3:21])(=[O:3])[CH3:2].Br[CH2:23][CH:24]1[CH2:27][CH2:26][CH2:25]1.CC(C)([O-])C.[K+]. Product: [C:1]([C:4]1[S:8]/[C:7](=[N:9]\[C:10](=[O:20])[C:11]2[CH:16]=[C:15]([Cl:17])[CH:14]=[CH:13][C:12]=2[O:18][CH3:19])/[N:6]([CH2:23][CH:24]2[CH2:27][CH2:26][CH2:25]2)[C:5]=1[CH3:21])(=[O:3])[CH3:2]. The catalyst class is: 9. (3) Reactant: C1(P(N=[N+]=[N-])(C2C=CC=CC=2)=[O:8])C=CC=CC=1.[F:18][C:19]([F:39])([F:38])[C:20]1[CH:25]=[CH:24][CH:23]=[CH:22][C:21]=1[C:26]1[CH:31]=[CH:30][N:29]2[N:32]=[CH:33][C:34](C(O)=O)=[C:28]2[N:27]=1.C([N:42]([CH2:45]C)CC)C.[C:47]([OH:51])([CH3:50])([CH3:49])[CH3:48]. Product: [F:18][C:19]([F:39])([F:38])[C:20]1[CH:25]=[CH:24][CH:23]=[CH:22][C:21]=1[C:26]1[CH:31]=[CH:30][N:29]2[N:32]=[CH:33][C:34]([NH:42][C:45](=[O:8])[O:51][C:47]([CH3:50])([CH3:49])[CH3:48])=[C:28]2[N:27]=1. The catalyst class is: 93. (4) The catalyst class is: 3. Product: [CH2:1]([O:8][C:9]1[CH:17]=[CH:16][C:12]([C:13]([N:44]2[CH2:49][CH2:48][O:47][CH2:46][CH2:45]2)=[O:15])=[C:11]([O:18][CH3:19])[CH:10]=1)[C:2]1[CH:3]=[CH:4][CH:5]=[CH:6][CH:7]=1. Reactant: [CH2:1]([O:8][C:9]1[CH:17]=[CH:16][C:12]([C:13]([OH:15])=O)=[C:11]([O:18][CH3:19])[CH:10]=1)[C:2]1[CH:7]=[CH:6][CH:5]=[CH:4][CH:3]=1.CN(C(ON1N=NC2C=CC=CC1=2)=[N+](C)C)C.F[P-](F)(F)(F)(F)F.[NH:44]1[CH2:49][CH2:48][O:47][CH2:46][CH2:45]1.CCN(C(C)C)C(C)C.